Dataset: Full USPTO retrosynthesis dataset with 1.9M reactions from patents (1976-2016). Task: Predict the reactants needed to synthesize the given product. (1) Given the product [O:18]1[C:19]2[CH:20]=[CH:21][C:22]([C:2]3[C:6]([C:7]4[CH:12]=[CH:11][CH:10]=[C:9]([CH3:13])[N:8]=4)=[N:5][N:4]4[CH2:14][CH2:15][CH2:16][C:3]=34)=[CH:23][C:24]=2[O:25][CH2:17]1, predict the reactants needed to synthesize it. The reactants are: Br[C:2]1[C:6]([C:7]2[CH:12]=[CH:11][CH:10]=[C:9]([CH3:13])[N:8]=2)=[N:5][N:4]2[CH2:14][CH2:15][CH2:16][C:3]=12.[CH2:17]1[O:25][C:24]2[CH:23]=[CH:22][C:21](B(O)O)=[CH:20][C:19]=2[O:18]1.C(=O)([O-])[O-].[Na+].[Na+]. (2) Given the product [C:6]([CH2:8][CH2:9][CH2:10][N:11]([C:14]1[N:23]=[C:22]([NH:24][CH2:25][C:26]2[CH:31]=[CH:30][C:29]3[O:32][CH2:33][O:34][C:28]=3[CH:27]=2)[C:21]2[C:16](=[CH:17][CH:18]=[C:19]([C:35]#[N:36])[CH:20]=2)[N:15]=1)[CH3:38])([OH:5])=[O:7], predict the reactants needed to synthesize it. The reactants are: [OH-].[Na+].C([O:5][C:6]([CH2:8][CH2:9][CH2:10][N:11]([C:14]1[N:23]=[C:22]([NH:24][CH2:25][C:26]2[CH:31]=[CH:30][C:29]3[O:32][CH2:33][O:34][C:28]=3[CH:27]=2)[C:21]2[C:16](=[CH:17][CH:18]=[C:19]([C:35]#[N:36])[CH:20]=2)[N:15]=1)OC)=[O:7])C.Cl.[CH2:38](O)C.